From a dataset of Full USPTO retrosynthesis dataset with 1.9M reactions from patents (1976-2016). Predict the reactants needed to synthesize the given product. (1) Given the product [CH3:8][C:2]([C:9]1[CH:16]=[CH:15][C:12]([CH2:13][OH:14])=[CH:11][CH:10]=1)([CH3:1])[CH2:3][CH2:4][CH:5]([CH3:7])[CH3:6], predict the reactants needed to synthesize it. The reactants are: [CH3:1][C:2]([C:9]1[CH:16]=[CH:15][C:12]([CH:13]=[O:14])=[CH:11][CH:10]=1)([CH3:8])[CH2:3][CH2:4][CH:5]([CH3:7])[CH3:6].C(C(C1C=CC(C=O)=CC=1)(C)CC)C.[BH4-].[K+]. (2) The reactants are: [Cl:1][C:2]1[CH:7]=[C:6]([F:8])[CH:5]=[CH:4][C:3]=1[SH:9].FC(F)(F)C(O)=O.[C:17]1([C:23]([C:31]2[CH:36]=[CH:35][CH:34]=[CH:33][CH:32]=2)([C:25]2[CH:30]=[CH:29][CH:28]=[CH:27][CH:26]=2)O)[CH:22]=[CH:21][CH:20]=[CH:19][CH:18]=1. Given the product [Cl:1][C:2]1[CH:7]=[C:6]([F:8])[CH:5]=[CH:4][C:3]=1[S:9][C:23]([C:17]1[CH:22]=[CH:21][CH:20]=[CH:19][CH:18]=1)([C:31]1[CH:32]=[CH:33][CH:34]=[CH:35][CH:36]=1)[C:25]1[CH:26]=[CH:27][CH:28]=[CH:29][CH:30]=1, predict the reactants needed to synthesize it. (3) Given the product [Br:1][C:2]1[CH:7]=[CH:6][CH:5]=[CH:4][C:3]=1[CH2:8][CH2:9][CH2:10][C:11]1[CH:12]=[CH:13][C:14]([C:15]([O:17][CH2:30][CH3:31])=[O:16])=[CH:18][CH:19]=1, predict the reactants needed to synthesize it. The reactants are: [Br:1][C:2]1[CH:7]=[CH:6][CH:5]=[CH:4][C:3]=1[CH2:8][CH2:9][CH2:10][C:11]1[CH:19]=[CH:18][C:14]([C:15]([OH:17])=[O:16])=[CH:13][CH:12]=1.S(=O)(=O)(O)O.C(=O)(O)[O-].[Na+].[CH2:30](O)[CH3:31]. (4) Given the product [C:23]1([C:19]2[CH:18]=[C:17]([C:10]3[N:9]=[C:8]([NH:29][C:30]4[CH:31]=[C:32]5[C:36](=[CH:37][CH:38]=4)[N:35]([C:39]([O:41][C:42]([CH3:43])([CH3:44])[CH3:45])=[O:40])[N:34]=[CH:33]5)[C:7]4[C:12](=[CH:13][C:14]([O:15][CH3:16])=[C:5]([O:4][CH2:3][CH2:2][N:50]5[CH2:51][CH2:52][CH2:53][N:47]([CH3:46])[CH2:48][CH2:49]5)[CH:6]=4)[N:11]=3)[CH:22]=[CH:21][CH:20]=2)[CH:24]=[CH:25][CH:26]=[CH:27][CH:28]=1, predict the reactants needed to synthesize it. The reactants are: Cl[CH2:2][CH2:3][O:4][C:5]1[CH:6]=[C:7]2[C:12](=[CH:13][C:14]=1[O:15][CH3:16])[N:11]=[C:10]([C:17]1[CH:22]=[CH:21][CH:20]=[C:19]([C:23]3[CH:28]=[CH:27][CH:26]=[CH:25][CH:24]=3)[CH:18]=1)[N:9]=[C:8]2[NH:29][C:30]1[CH:31]=[C:32]2[C:36](=[CH:37][CH:38]=1)[N:35]([C:39]([O:41][C:42]([CH3:45])([CH3:44])[CH3:43])=[O:40])[N:34]=[CH:33]2.[CH3:46][N:47]1[CH2:53][CH2:52][CH2:51][NH:50][CH2:49][CH2:48]1. (5) Given the product [F:41][C:40]([F:43])([F:42])[C:38]1[CH:37]=[C:10]([CH:9]=[C:8]([C:7]([F:44])([F:6])[F:45])[CH:39]=1)[CH2:11][N:12]([CH2:18][C:19]1[C:20]([N:29]([CH2:33][CH:34]2[CH2:35][CH2:36]2)[CH2:30][CH2:31][CH3:32])=[N:21][C:22]2[C:27]([CH:28]=1)=[CH:26][CH:25]=[CH:24][CH:23]=2)[C:13]1[N:14]=[N:15][N:16]([C:47]([CH3:54])([CH3:53])[C:48]([O:50][CH2:51][CH3:52])=[O:49])[N:17]=1, predict the reactants needed to synthesize it. The reactants are: CN(C)C=O.[F:6][C:7]([F:45])([F:44])[C:8]1[CH:9]=[C:10]([CH:37]=[C:38]([C:40]([F:43])([F:42])[F:41])[CH:39]=1)[CH2:11][N:12]([CH2:18][C:19]1[C:20]([N:29]([CH2:33][CH:34]2[CH2:36][CH2:35]2)[CH2:30][CH2:31][CH3:32])=[N:21][C:22]2[C:27]([CH:28]=1)=[CH:26][CH:25]=[CH:24][CH:23]=2)[C:13]1[N:14]=[N:15][NH:16][N:17]=1.Br[C:47]([CH3:54])([CH3:53])[C:48]([O:50][CH2:51][CH3:52])=[O:49].[I-].[K+]. (6) Given the product [CH3:9][O:10][C:11](=[O:14])[CH2:12][N:7]1[CH:8]=[C:4]([N+:1]([O-:3])=[O:2])[N:5]=[CH:6]1, predict the reactants needed to synthesize it. The reactants are: [N+:1]([C:4]1[N:5]=[CH:6][NH:7][CH:8]=1)([O-:3])=[O:2].[CH3:9][O:10][C:11](=[O:14])[CH2:12]Br.